This data is from Forward reaction prediction with 1.9M reactions from USPTO patents (1976-2016). The task is: Predict the product of the given reaction. (1) Given the reactants Br[CH2:2][C:3]1[CH:4]=[C:5]([C:9]2[N:13]=[C:12]([CH3:14])[O:11][N:10]=2)[CH:6]=[CH:7][CH:8]=1.[CH2:15]([NH:22]C(=O)OC(C)(C)C)[C:16]1[CH:21]=[CH:20][CH:19]=[CH:18][CH:17]=1, predict the reaction product. The product is: [CH2:15]([NH:22][CH2:2][C:3]1[CH:8]=[CH:7][CH:6]=[C:5]([C:9]2[N:13]=[C:12]([CH3:14])[O:11][N:10]=2)[CH:4]=1)[C:16]1[CH:21]=[CH:20][CH:19]=[CH:18][CH:17]=1. (2) Given the reactants Cl[C:2]1[N:3]=[CH:4][C:5]([NH:8][C:9](=[O:15])[O:10][C:11]([CH3:14])(C)C)=[N:6][CH:7]=1.Cl.[CH3:17][CH2:18][O:19]C(C)=O, predict the reaction product. The product is: [CH2:18]([O:19][C:2]1[N:3]=[CH:4][C:5]([NH:8][C:9](=[O:15])[O:10][CH2:11][CH3:14])=[N:6][CH:7]=1)[CH3:17]. (3) Given the reactants [F:1][C:2]1[C:7]([F:8])=[C:6]([NH:9][C:10]2[CH:15]=[CH:14][C:13]([I:16])=[CH:12][C:11]=2[F:17])[C:5]([NH2:18])=[CH:4][CH:3]=1.[Cl:19][C:20]1[S:21][C:22]([Cl:29])=[CH:23][C:24]=1[S:25](Cl)(=[O:27])=[O:26], predict the reaction product. The product is: [Cl:19][C:20]1[S:21][C:22]([Cl:29])=[CH:23][C:24]=1[S:25]([NH:18][C:5]1[CH:4]=[CH:3][C:2]([F:1])=[C:7]([F:8])[C:6]=1[NH:9][C:10]1[CH:15]=[CH:14][C:13]([I:16])=[CH:12][C:11]=1[F:17])(=[O:27])=[O:26]. (4) Given the reactants COC1C=CC([C@@H]([N:11]([CH2:22][C:23]2[N:24]=[C:25]3[CH:30]=[CH:29][CH:28]=[C:27]([N:31]4[CH2:36][CH2:35][N:34]([CH3:37])[CH2:33][CH2:32]4)[N:26]3[CH:38]=2)[C@@H:12]2[C:21]3[N:20]=[CH:19][CH:18]=[CH:17][C:16]=3[CH2:15][CH2:14][CH2:13]2)C)=CC=1.[CH3:39][N:40]([CH3:49])[C:41]1[CH:48]=[CH:47][CH:46]=[CH:45][C:42]=1[CH:43]=O, predict the reaction product. The product is: [CH3:39][N:40]([CH3:49])[C:41]1[CH:48]=[CH:47][CH:46]=[CH:45][C:42]=1[CH2:43][N:11]([CH2:22][C:23]1[N:24]=[C:25]2[CH:30]=[CH:29][CH:28]=[C:27]([N:31]3[CH2:36][CH2:35][N:34]([CH3:37])[CH2:33][CH2:32]3)[N:26]2[CH:38]=1)[C@@H:12]1[C:21]2[N:20]=[CH:19][CH:18]=[CH:17][C:16]=2[CH2:15][CH2:14][CH2:13]1. (5) Given the reactants C#CCCCCC#C.CC1(C)OO1.[CH3:14][CH2:15][C:16]([N:20]=[N:21][C:22]([C:26]#[N:27])([CH2:24][CH3:25])[CH3:23])([C:18]#[N:19])[CH3:17], predict the reaction product. The product is: [CH3:17][CH:16]([CH2:15][CH3:14])[C:18]#[N:19].[CH3:25][CH2:24][C:22]([N:21]=[N:20][C:16]([C:18]#[N:19])([CH2:15][CH3:14])[CH3:17])([C:26]#[N:27])[CH3:23]. (6) Given the reactants [O:1]1[CH2:6][CH2:5][N:4]([C:7]2[S:8][N:9]=[C:10]3[CH:15]=[C:14](Br)[CH:13]=[N:12][C:11]=23)[CH2:3][CH2:2]1.[CH2:17]([O:19][C:20]([C:22]1[CH:23]=[C:24](B(O)O)[CH:25]=[CH:26][CH:27]=1)=[O:21])C.C([O-])([O-])=O.[K+].[K+], predict the reaction product. The product is: [O:1]1[CH2:6][CH2:5][N:4]([C:7]2[S:8][N:9]=[C:10]3[CH:15]=[C:14]([C:25]4[CH:24]=[CH:23][C:22]([C:20]([O:19][CH3:17])=[O:21])=[CH:27][CH:26]=4)[CH:13]=[N:12][C:11]=23)[CH2:3][CH2:2]1. (7) Given the reactants C([O-])(=O)C.[O:5]=[C:6]1[N:11]([CH2:12][C:13]2[CH:14]=[C:15]([CH:19]=[CH:20][CH:21]=2)[C:16]([NH2:18])=[NH2+:17])[N:10]=[C:9]([C:22]2[CH:27]=[C:26]([F:28])[C:25]([F:29])=[C:24]([F:30])[CH:23]=2)[CH:8]=[CH:7]1.C(=O)([O-])[O-].[K+].[K+].[CH3:37][C:38](=O)[C:39]#[CH:40], predict the reaction product. The product is: [CH3:40][C:39]1[CH:38]=[CH:37][N:18]=[C:16]([C:15]2[CH:14]=[C:13]([CH:21]=[CH:20][CH:19]=2)[CH2:12][N:11]2[C:6](=[O:5])[CH:7]=[CH:8][C:9]([C:22]3[CH:23]=[C:24]([F:30])[C:25]([F:29])=[C:26]([F:28])[CH:27]=3)=[N:10]2)[N:17]=1. (8) Given the reactants [CH2:1]([O:5][C:6]1[CH:11]=[C:10]([CH2:12][CH2:13][C:14]([O:16][CH3:17])=[O:15])[CH:9]=[CH:8][C:7]=1[C:18]1[CH:23]=[CH:22][CH:21]=[C:20]([CH2:24][NH:25][CH3:26])[CH:19]=1)[CH2:2][CH2:3][CH3:4].[CH2:27]([O:29][C:30]1[CH:38]=[CH:37][C:33]([C:34](Cl)=[O:35])=[CH:32][CH:31]=1)[CH3:28].C(N(CC)CC)C, predict the reaction product. The product is: [CH2:1]([O:5][C:6]1[CH:11]=[C:10]([CH2:12][CH2:13][C:14]([O:16][CH3:17])=[O:15])[CH:9]=[CH:8][C:7]=1[C:18]1[CH:23]=[CH:22][CH:21]=[C:20]([CH2:24][N:25]([C:34](=[O:35])[C:33]2[CH:32]=[CH:31][C:30]([O:29][CH2:27][CH3:28])=[CH:38][CH:37]=2)[CH3:26])[CH:19]=1)[CH2:2][CH2:3][CH3:4]. (9) Given the reactants [Br:1][C:2]1[C:3]([C:12]2[O:13][CH:14]=[CH:15][CH:16]=2)=[N:4][C:5]([NH2:11])=[N:6][C:7]=1S(C)=O.[CH2:17]([OH:24])[C:18]1[CH:23]=[CH:22][CH:21]=[CH:20][CH:19]=1.C1CCN2C(=NCCC2)CC1, predict the reaction product. The product is: [CH2:17]([O:24][C:7]1[C:2]([Br:1])=[C:3]([C:12]2[O:13][CH:14]=[CH:15][CH:16]=2)[N:4]=[C:5]([NH2:11])[N:6]=1)[C:18]1[CH:23]=[CH:22][CH:21]=[CH:20][CH:19]=1.